This data is from Reaction yield outcomes from USPTO patents with 853,638 reactions. The task is: Predict the reaction yield, written as a fraction of the theoretical maximum amount of product (1.0 means a 100% yield; for example, 0.34 means a 34% yield). (1) The reactants are [CH3:1][S:2](Cl)(=[O:4])=[O:3].[OH:6][CH2:7][CH2:8][O:9][CH:10]1[CH2:27][CH2:26][C:13]2([CH2:18][CH2:17][N:16]([C:19]([O:21][C:22]([CH3:25])([CH3:24])[CH3:23])=[O:20])[CH2:15][CH2:14]2)[CH2:12][CH2:11]1.CCN(CC)CC. No catalyst specified. The product is [CH3:1][S:2]([O:6][CH2:7][CH2:8][O:9][CH:10]1[CH2:27][CH2:26][C:13]2([CH2:14][CH2:15][N:16]([C:19]([O:21][C:22]([CH3:23])([CH3:24])[CH3:25])=[O:20])[CH2:17][CH2:18]2)[CH2:12][CH2:11]1)(=[O:4])=[O:3]. The yield is 0.990. (2) The reactants are [C:1]([O:5][C:6]([N:8](C)[C:9]1[CH:14]=[CH:13][C:12]([CH2:15][CH2:16][O:17]S(C2C=CC(C)=CC=2)(=O)=O)=[CH:11][CH:10]=1)=[O:7])([CH3:4])([CH3:3])[CH3:2].[CH3:29][O:30][C:31](=[O:46])[CH:32]([O:41][CH2:42][CH2:43][O:44][CH3:45])[CH2:33][C:34]1[CH:39]=[CH:38][C:37](O)=[CH:36][CH:35]=1.C(=O)([O-])[O-].[K+].[K+].O. The catalyst is C(#N)C. The product is [CH3:29][O:30][C:31](=[O:46])[CH:32]([O:41][CH2:42][CH2:43][O:44][CH3:45])[CH2:33][C:34]1[CH:35]=[CH:36][C:37]([O:17][CH2:16][CH2:15][C:12]2[CH:11]=[CH:10][C:9]([NH:8][C:6]([O:5][C:1]([CH3:2])([CH3:3])[CH3:4])=[O:7])=[CH:14][CH:13]=2)=[CH:38][CH:39]=1. The yield is 0.580. (3) The reactants are Cl.[F:2][C:3]1[CH:8]=[CH:7][C:6]([CH:9]([OH:23])[CH:10]([NH2:22])[CH2:11][C:12]2[CH:17]=[CH:16][C:15]([C:18]([F:21])([F:20])[F:19])=[CH:14][CH:13]=2)=[CH:5][CH:4]=1.[C:24](=[O:27])([O-])O.[Na+]. The catalyst is C(OCC)(=O)C.O. The product is [F:2][C:3]1[CH:4]=[CH:5][C:6]([CH:9]([OH:23])[CH:10]([NH:22][C:24](=[O:27])[C:12]2[CH:17]=[CH:16][C:15]([C:18]([F:21])([F:20])[F:19])=[CH:14][CH:13]=2)[CH2:11][C:12]2[CH:17]=[CH:16][C:15]([C:18]([F:21])([F:20])[F:19])=[CH:14][CH:13]=2)=[CH:7][CH:8]=1. The yield is 0.620.